This data is from Catalyst prediction with 721,799 reactions and 888 catalyst types from USPTO. The task is: Predict which catalyst facilitates the given reaction. (1) Reactant: [H-].[Na+].[N:3]1([CH2:8][CH2:9][S:10]([CH2:12][C:13]2[CH:18]=[CH:17][C:16]([OH:19])=[CH:15][CH:14]=2)=[O:11])[CH:7]=[CH:6][N:5]=[N:4]1.Cl[CH2:21][C:22]1[N:23]=[C:24]([CH:27]=[CH:28][C:29]2[CH:34]=[CH:33][C:32]([S:35]([C:37]([F:40])([F:39])[F:38])=[O:36])=[CH:31][CH:30]=2)[O:25][CH:26]=1.O. Product: [F:40][C:37]([F:38])([F:39])[S:35]([C:32]1[CH:33]=[CH:34][C:29](/[CH:28]=[CH:27]/[C:24]2[O:25][CH:26]=[C:22]([CH2:21][O:19][C:16]3[CH:15]=[CH:14][C:13]([CH2:12][S:10]([CH2:9][CH2:8][N:3]4[CH:7]=[CH:6][N:5]=[N:4]4)=[O:11])=[CH:18][CH:17]=3)[N:23]=2)=[CH:30][CH:31]=1)=[O:36]. The catalyst class is: 3. (2) Reactant: Br[CH2:2][CH2:3][O:4][C:5](=[O:10])[C:6]([CH3:9])([CH3:8])[CH3:7].[C:11]([O:15][C:16](=[O:24])[NH:17][C@H:18]1[CH2:23][CH2:22][CH2:21][NH:20][CH2:19]1)([CH3:14])([CH3:13])[CH3:12].C(=O)([O-])[O-].[K+].[K+].[I-].[Na+]. Product: [C:11]([O:15][C:16]([NH:17][C@H:18]1[CH2:23][CH2:22][CH2:21][N:20]([CH2:2][CH2:3][O:4][C:5](=[O:10])[C:6]([CH3:9])([CH3:8])[CH3:7])[CH2:19]1)=[O:24])([CH3:14])([CH3:12])[CH3:13]. The catalyst class is: 3.